The task is: Predict which catalyst facilitates the given reaction.. This data is from Catalyst prediction with 721,799 reactions and 888 catalyst types from USPTO. (1) Reactant: N#N.[CH3:3][C:4]1([C:9]2[S:13][C:12]([CH2:14][OH:15])=[N:11][CH:10]=2)[O:8][CH2:7][CH2:6][O:5]1.CCN(CC)CC.[S:23](Cl)([CH3:26])(=[O:25])=[O:24]. Product: [CH3:3][C:4]1([C:9]2[S:13][C:12]([CH2:14][O:15][S:23]([CH3:26])(=[O:25])=[O:24])=[N:11][CH:10]=2)[O:8][CH2:7][CH2:6][O:5]1. The catalyst class is: 64. (2) Reactant: [O:1]1[C:5]2[CH:6]=[CH:7][CH:8]=[CH:9][C:4]=2[CH:3]=[N:2]1.[S:10]([Cl:14])(=O)(=[O:12])[OH:11]. Product: [O:1]1[C:5]2[CH:6]=[CH:7][C:8]([S:10]([Cl:14])(=[O:12])=[O:11])=[CH:9][C:4]=2[CH:3]=[N:2]1. The catalyst class is: 4. (3) Reactant: [Cl:1][C:2]1[CH:7]=[CH:6][CH:5]=[C:4]([CH3:8])[C:3]=1[O:9][CH3:10].C1C(=O)N([Br:18])C(=O)C1.C(OOC(=O)C1C=CC=CC=1)(=O)C1C=CC=CC=1. Product: [Br:18][CH2:8][C:4]1[CH:5]=[CH:6][CH:7]=[C:2]([Cl:1])[C:3]=1[O:9][CH3:10]. The catalyst class is: 53. (4) Reactant: C(=O)([O-])[O-].[K+].[K+].C([O:10][C:11]([C:14]1[O:15][C:16]([C:19]2[CH:20]=[C:21]([C:25]3[CH:26]=[N:27][C:28]([NH:40][C:41]([NH:43][CH2:44][CH3:45])=[O:42])=[CH:29][C:30]=3[C:31]3[S:32][CH:33]=[C:34]([C:36]([F:39])([F:38])[F:37])[N:35]=3)[CH:22]=[N:23][CH:24]=2)=[N:17][N:18]=1)([CH3:13])[CH3:12])(=O)C. Product: [CH2:44]([NH:43][C:41]([NH:40][C:28]1[N:27]=[CH:26][C:25]([C:21]2[CH:22]=[N:23][CH:24]=[C:19]([C:16]3[O:15][C:14]([C:11]([OH:10])([CH3:13])[CH3:12])=[N:18][N:17]=3)[CH:20]=2)=[C:30]([C:31]2[S:32][CH:33]=[C:34]([C:36]([F:37])([F:39])[F:38])[N:35]=2)[CH:29]=1)=[O:42])[CH3:45]. The catalyst class is: 5.